This data is from Full USPTO retrosynthesis dataset with 1.9M reactions from patents (1976-2016). The task is: Predict the reactants needed to synthesize the given product. (1) Given the product [Zn:8]([S:3]([CH:2]([F:7])[F:1])(=[O:5])=[O:4])[S:3]([CH:2]([F:7])[F:1])(=[O:5])=[O:4], predict the reactants needed to synthesize it. The reactants are: [F:1][CH:2]([F:7])[S:3](Cl)(=[O:5])=[O:4].[Zn:8]. (2) Given the product [F:27][B-:28]([F:31])([F:30])[F:29].[Cl:1][C:2]1[CH:3]=[C:4]([I+:26][C:22]2[CH:23]=[CH:24][CH:25]=[C:20]([Cl:19])[CH:21]=2)[CH:5]=[CH:6][CH:7]=1, predict the reactants needed to synthesize it. The reactants are: [Cl:1][C:2]1[CH:3]=[C:4](B(O)O)[CH:5]=[CH:6][CH:7]=1.C([O-])(=O)C.C([O-])(=O)C.[Cl:19][C:20]1[CH:21]=[C:22]([I+2:26])[CH:23]=[CH:24][CH:25]=1.[F:27][B-:28]([F:31])([F:30])[F:29].[Na+]. (3) The reactants are: [N:1]1[CH:6]=[CH:5][CH:4]=[CH:3][C:2]=1[C:7]1[N:11]=[C:10]([C:12]2[CH:17]=[C:16]([C:18]#[N:19])[CH:15]=[C:14](Br)[CH:13]=2)[O:9][N:8]=1.[CH:21]([Sn](CCCC)(CCCC)CCCC)=[CH2:22]. Given the product [N:1]1[CH:6]=[CH:5][CH:4]=[CH:3][C:2]=1[C:7]1[N:11]=[C:10]([C:12]2[CH:13]=[C:14]([CH:21]=[CH2:22])[CH:15]=[C:16]([C:18]#[N:19])[CH:17]=2)[O:9][N:8]=1, predict the reactants needed to synthesize it. (4) Given the product [CH3:1][C:2]1[CH:3]=[C:4]([NH:9][C:10](=[O:12])[CH3:11])[CH:5]=[C:6]([CH3:8])[CH:7]=1, predict the reactants needed to synthesize it. The reactants are: [CH3:1][C:2]1[CH:3]=[C:4]([NH2:9])[CH:5]=[C:6]([CH3:8])[CH:7]=1.[C:10](OC(=O)C)(=[O:12])[CH3:11].C(N(CC)CC)C. (5) Given the product [CH2:1]([N:8]1[CH2:13][C:12](=[O:14])[NH:11][C:10]2[CH:15]=[C:16]([CH2:19][N:49]3[CH2:50][CH2:51][C:46]([C:43]4[CH:42]=[CH:41][C:40]([Cl:39])=[CH:45][CH:44]=4)=[CH:47][CH2:48]3)[CH:17]=[N:18][C:9]1=2)[C:2]1[CH:7]=[CH:6][CH:5]=[CH:4][CH:3]=1, predict the reactants needed to synthesize it. The reactants are: [CH2:1]([N:8]1[CH2:13][C:12](=[O:14])[NH:11][C:10]2[CH:15]=[C:16]([CH2:19]O)[CH:17]=[N:18][C:9]1=2)[C:2]1[CH:7]=[CH:6][CH:5]=[CH:4][CH:3]=1.[I-].C(C[P+](C)(C)C)#N.C(N(C(C)C)C(C)C)C.Cl.[Cl:39][C:40]1[CH:45]=[CH:44][C:43]([C:46]2[CH2:47][CH2:48][NH:49][CH2:50][CH:51]=2)=[CH:42][CH:41]=1. (6) Given the product [CH2:14]([O:16][C:17](=[O:30])[CH:18]([CH2:24][CH2:25][CH2:26][CH2:27][CH2:28][O:1][C:2]1[C:11]2[C:6](=[CH:7][CH:8]=[CH:9][CH:10]=2)[C:5]([CH:12]=[O:13])=[CH:4][CH:3]=1)[C:19]([O:21][CH2:22][CH3:23])=[O:20])[CH3:15], predict the reactants needed to synthesize it. The reactants are: [OH:1][C:2]1[C:11]2[C:6](=[CH:7][CH:8]=[CH:9][CH:10]=2)[C:5]([CH:12]=[O:13])=[CH:4][CH:3]=1.[CH2:14]([O:16][C:17](=[O:30])[CH:18]([CH2:24][CH2:25][CH2:26][CH2:27][CH2:28]Br)[C:19]([O:21][CH2:22][CH3:23])=[O:20])[CH3:15].C(=O)([O-])[O-].[K+].[K+].